Predict the product of the given reaction. From a dataset of Forward reaction prediction with 1.9M reactions from USPTO patents (1976-2016). (1) The product is: [CH3:29][C@H:30]1[CH2:34][CH2:33][CH2:32][N:31]1[CH:21]1[CH2:20][CH2:19][CH:18]([C:15]2[CH:14]=[CH:13][C:12]([N:3]3[CH2:4][CH2:5][C:6]4([CH2:7][CH2:8][O:9][CH2:10][CH2:11]4)[C:2]3=[O:1])=[CH:17][CH:16]=2)[CH2:23][CH2:22]1. Given the reactants [O:1]=[C:2]1[C:6]2([CH2:11][CH2:10][O:9][CH2:8][CH2:7]2)[CH2:5][CH2:4][N:3]1[C:12]1[CH:17]=[CH:16][C:15]([C@@H:18]2[CH2:23][CH2:22][C@H:21](OS(C)(=O)=O)[CH2:20][CH2:19]2)=[CH:14][CH:13]=1.[CH3:29][C@H:30]1[CH2:34][CH2:33][CH2:32][NH:31]1, predict the reaction product. (2) Given the reactants [C:1]([CH2:4][S:5][C:6]1[C:15](=[O:16])[C:14]2[C:9](=[CH:10][C:11]([F:17])=[CH:12][CH:13]=2)[N:8]([CH3:18])[CH:7]=1)([OH:3])=[O:2].C1C=C(Cl)C=C(C(OO)=[O:27])C=1, predict the reaction product. The product is: [C:1]([CH2:4][S:5]([C:6]1[C:15](=[O:16])[C:14]2[C:9](=[CH:10][C:11]([F:17])=[CH:12][CH:13]=2)[N:8]([CH3:18])[CH:7]=1)=[O:27])([OH:3])=[O:2]. (3) Given the reactants Cl[C:2]([C:22]1[CH:27]=[CH:26][CH:25]=[CH:24][CH:23]=1)([C:16]1[CH:21]=[CH:20][CH:19]=[CH:18][CH:17]=1)[C:3]([NH:5][C:6]1[C:15]2[C:10](=[CH:11][CH:12]=[CH:13][CH:14]=2)[N:9]=[CH:8][N:7]=1)=[O:4].[N:28]1[CH:29]=[CH:30][N:31]2[CH:36]=[C:35](B(O)O)[CH:34]=[CH:33][C:32]=12.N1C=CN2C=C(C3N=C(NCC(C4C=CC=CC=4)C4NC=CC=4)C4C(=CC=CC=4)N=3)C=CC=12, predict the reaction product. The product is: [N:28]1[CH:29]=[CH:30][N:31]2[CH:36]=[C:35]([C:8]3[N:7]=[C:6]([NH:5][C:3](=[O:4])[CH:2]([C:22]4[CH:27]=[CH:26][CH:25]=[CH:24][CH:23]=4)[C:16]4[CH:21]=[CH:20][CH:19]=[CH:18][CH:17]=4)[C:15]4[C:10](=[CH:11][CH:12]=[CH:13][CH:14]=4)[N:9]=3)[CH:34]=[CH:33][C:32]=12. (4) The product is: [CH2:1]([N:8]1[C:16]2[C:11](=[N:12][CH:13]=[C:14]([C:30]#[N:31])[C:15]=2[O:17][CH2:18][C:19]2[CH:24]=[CH:23][C:22]([F:25])=[CH:21][CH:20]=2)[C:10]([CH3:27])=[C:9]1[CH3:28])[C:2]1[CH:7]=[CH:6][CH:5]=[CH:4][CH:3]=1. Given the reactants [CH2:1]([N:8]1[C:16]2[C:11](=[N:12][CH:13]=[C:14](Br)[C:15]=2[O:17][CH2:18][C:19]2[CH:24]=[CH:23][C:22]([F:25])=[CH:21][CH:20]=2)[C:10]([CH3:27])=[C:9]1[CH3:28])[C:2]1[CH:7]=[CH:6][CH:5]=[CH:4][CH:3]=1.[Cu][C:30]#[N:31].C(OCC)(=O)C, predict the reaction product. (5) Given the reactants [C:1]([C:5]1[S:6][C:7]2[CH2:20][CH2:19][C:11]3[N:12]=[C:13]([NH:15]C(=O)C)[S:14][C:10]=3[C:8]=2[N:9]=1)([CH3:4])([CH3:3])[CH3:2].Cl.C(=O)(O)[O-].[Na+], predict the reaction product. The product is: [C:1]([C:5]1[S:6][C:7]2[CH2:20][CH2:19][C:11]3[N:12]=[C:13]([NH2:15])[S:14][C:10]=3[C:8]=2[N:9]=1)([CH3:4])([CH3:2])[CH3:3]. (6) Given the reactants I[C:2]1[CH:11]=[CH:10][C:5]([C:6]([O:8][CH3:9])=[O:7])=[CH:4][CH:3]=1.[CH:12]([Mg]Cl)([CH3:14])[CH3:13].[C:17]([Cu])#[N:18].[NH4+].[Cl-].[CH2:22]1[CH2:26][O:25][CH2:24][CH2:23]1, predict the reaction product. The product is: [CH2:13]([O:8][C:6]([N:18]1[CH2:17][CH2:24][CH2:23][CH:22]1[C:26](=[O:25])[C:2]1[CH:11]=[CH:10][C:5]([C:6]([O:8][CH3:9])=[O:7])=[CH:4][CH:3]=1)=[O:7])[C:12]1[CH:14]=[CH:4][CH:3]=[CH:2][CH:11]=1.